Dataset: Full USPTO retrosynthesis dataset with 1.9M reactions from patents (1976-2016). Task: Predict the reactants needed to synthesize the given product. (1) Given the product [N:1]1([C:16]2[C:17]3[CH2:37][N:36]([C:38](=[O:40])[CH3:39])[CH2:35][CH2:34][C:18]=3[N:19]=[C:20]([NH:22][C:23]3[CH:24]=[CH:25][C:26]([C:29]4[O:33][CH:32]=[N:31][CH:30]=4)=[CH:27][CH:28]=3)[N:21]=2)[C:9]2[C:4](=[CH:5][CH:6]=[CH:7][CH:8]=2)[CH2:3][CH2:2]1, predict the reactants needed to synthesize it. The reactants are: [NH:1]1[C:9]2[C:4](=[CH:5][CH:6]=[CH:7][CH:8]=2)[CH2:3][CH2:2]1.FC(F)(F)S(O[C:16]1[C:17]2[CH2:37][N:36]([C:38](=[O:40])[CH3:39])[CH2:35][CH2:34][C:18]=2[N:19]=[C:20]([NH:22][C:23]2[CH:28]=[CH:27][C:26]([C:29]3[O:33][CH:32]=[N:31][CH:30]=3)=[CH:25][CH:24]=2)[N:21]=1)(=O)=O.S(C1C=CC(C)=CC=1)([O-])(=O)=O. (2) The reactants are: C([O:3][C:4](=[O:24])[C:5]([O:15][C:16]1[CH:21]=[CH:20][CH:19]=[CH:18][C:17]=1[O:22][CH3:23])([CH3:14])[CH2:6][C:7]1[CH:12]=[CH:11][C:10]([OH:13])=[CH:9][CH:8]=1)C.[CH3:25][C:26]1[O:30][C:29]([C:31]2[CH:36]=[CH:35][CH:34]=[CH:33][CH:32]=2)=[N:28][C:27]=1[CH2:37][CH2:38]OS(C1C=CC(C)=CC=1)(=O)=O. Given the product [CH3:23][O:22][C:17]1[CH:18]=[CH:19][CH:20]=[CH:21][C:16]=1[O:15][C:5]([CH3:14])([CH2:6][C:7]1[CH:12]=[CH:11][C:10]([O:13][CH2:38][CH2:37][C:27]2[N:28]=[C:29]([C:31]3[CH:36]=[CH:35][CH:34]=[CH:33][CH:32]=3)[O:30][C:26]=2[CH3:25])=[CH:9][CH:8]=1)[C:4]([OH:3])=[O:24], predict the reactants needed to synthesize it. (3) Given the product [Cl:1][C:2]1[CH:7]=[CH:6][C:5]([NH:8][C:9]([NH:24][C:23]2[CH:25]=[CH:26][CH:27]=[C:21]([O:20][CH2:19][CH2:18][CH2:17][N:14]3[CH2:13][CH2:12][O:11][CH2:16][CH2:15]3)[CH:22]=2)=[O:10])=[CH:4][CH:3]=1, predict the reactants needed to synthesize it. The reactants are: [Cl:1][C:2]1[CH:7]=[CH:6][C:5]([N:8]=[C:9]=[O:10])=[CH:4][CH:3]=1.[O:11]1[CH2:16][CH2:15][N:14]([CH2:17][CH2:18][CH2:19][O:20][C:21]2[CH:22]=[C:23]([CH:25]=[CH:26][CH:27]=2)[NH2:24])[CH2:13][CH2:12]1. (4) Given the product [CH2:1]([O:8][C:9]1[C:10]([C:17]([OH:19])=[O:18])=[C:11]([CH3:16])[C:12]([O:63][CH:27]([CH3:29])[CH3:26])=[N:13][CH:14]=1)[C:2]1[CH:3]=[CH:4][CH:5]=[CH:6][CH:7]=1, predict the reactants needed to synthesize it. The reactants are: [CH2:1]([O:8][C:9]1[C:10]([C:17]([O:19]C2C=CC=CC=2)=[O:18])=[C:11]([CH3:16])[C:12](Br)=[N:13][CH:14]=1)[C:2]1[CH:7]=[CH:6][CH:5]=[CH:4][CH:3]=1.[CH3:26][C:27](P(C(C)(C)C)C1N(C2C(C3C=CC=CC=3)=NN(C3C=CC=CC=3)C=2C2C=CC=CC=2)N=CC=1)([CH3:29])C.[OH-:63].[Na+].CO.